Dataset: Catalyst prediction with 721,799 reactions and 888 catalyst types from USPTO. Task: Predict which catalyst facilitates the given reaction. (1) Reactant: [O:1]1[C:6]2([CH2:11][CH2:10][NH:9][CH2:8][CH2:7]2)[CH2:5][NH:4][C:3](=[O:12])[CH2:2]1.[CH3:13][C:14]([CH3:16])=O.[BH3-]C#N.[Na+].C(O)(=O)C.C([O-])(O)=O.[Na+]. Product: [CH:14]([N:9]1[CH2:8][CH2:7][C:6]2([O:1][CH2:2][C:3](=[O:12])[NH:4][CH2:5]2)[CH2:11][CH2:10]1)([CH3:16])[CH3:13]. The catalyst class is: 5. (2) Reactant: [O:1]1[C:5]([C:6]2[CH:30]=[CH:29][C:9]([CH2:10][N:11]3[C:27](=[O:28])[N:14]4[N:15]=[CH:16][C:17]([C:20]5[CH:25]=[CH:24][C:23]([Cl:26])=[CH:22][CH:21]=5)=[C:18](Cl)[C:13]4=[N:12]3)=[CH:8][CH:7]=2)=[CH:4][CH:3]=[N:2]1.[NH:31]1[CH:35]=[CH:34][N:33]=[CH:32]1. Product: [O:1]1[C:5]([C:6]2[CH:7]=[CH:8][C:9]([CH2:10][N:11]3[C:27](=[O:28])[N:14]4[N:15]=[CH:16][C:17]([C:20]5[CH:21]=[CH:22][C:23]([Cl:26])=[CH:24][CH:25]=5)=[C:18]([N:31]5[CH:35]=[CH:34][N:33]=[CH:32]5)[C:13]4=[N:12]3)=[CH:29][CH:30]=2)=[CH:4][CH:3]=[N:2]1. The catalyst class is: 60. (3) Reactant: [C:1]([CH:4]=[N:5][C:6]([O:8][Si:9]([CH3:12])([CH3:11])[CH3:10])=[CH2:7])([CH3:3])=[CH2:2].[Br:13][C:14]1[CH:22]=[C:21]2[C:17](/[C:18](=[CH:32]/[C:33]3[CH:38]=[CH:37][CH:36]=[C:35]([Cl:39])[CH:34]=3)/[C:19](=[O:31])[N:20]2[CH2:23][O:24][CH2:25][CH2:26][Si](C)(C)C)=[CH:16][CH:15]=1.CO. Product: [Br:13][C:14]1[CH:22]=[C:21]2[NH:20][C:19](=[O:31])[C:18]3([CH:32]([C:33]4[CH:38]=[CH:37][CH:36]=[C:35]([Cl:39])[CH:34]=4)[CH2:7][C:6](=[O:8])[NH:5][CH:4]3[C:1]([CH3:3])=[CH2:2])[C:17]2=[CH:16][CH:15]=1.[CH3:23][O:24][CH:25]([Si:9]([CH3:10])([CH3:11])[CH3:12])[CH3:26]. The catalyst class is: 11. (4) Reactant: [CH2:1]([O:3][C:4]([CH:6]1[CH2:11][CH2:10][C:9]([OH:17])([C:12]2[S:13][CH:14]=[CH:15][N:16]=2)[CH2:8][CH:7]1[CH3:18])=[O:5])[CH3:2].C1C(=O)N([Br:26])C(=O)C1.O.CCOC(C)=O. Product: [CH2:1]([O:3][C:4]([CH:6]1[CH2:11][CH2:10][C:9]([C:12]2[S:13][C:14]([Br:26])=[CH:15][N:16]=2)([OH:17])[CH2:8][CH:7]1[CH3:18])=[O:5])[CH3:2]. The catalyst class is: 3.